From a dataset of Peptide-MHC class I binding affinity with 185,985 pairs from IEDB/IMGT. Regression. Given a peptide amino acid sequence and an MHC pseudo amino acid sequence, predict their binding affinity value. This is MHC class I binding data. (1) The peptide sequence is ITLIFILL. The MHC is H-2-Kb with pseudo-sequence H-2-Kb. The binding affinity (normalized) is 0.686. (2) The peptide sequence is AVAVARVAA. The MHC is HLA-A31:01 with pseudo-sequence HLA-A31:01. The binding affinity (normalized) is 0.0847. (3) The peptide sequence is LTDAFHGYH. The MHC is HLA-B18:01 with pseudo-sequence HLA-B18:01. The binding affinity (normalized) is 0.0847. (4) The peptide sequence is LPSDFKTIL. The MHC is HLA-B35:01 with pseudo-sequence HLA-B35:01. The binding affinity (normalized) is 0.850. (5) The binding affinity (normalized) is 0.159. The peptide sequence is RNNRTIISL. The MHC is Mamu-A2201 with pseudo-sequence Mamu-A2201. (6) The peptide sequence is EEGNLLDSYF. The MHC is HLA-B45:01 with pseudo-sequence HLA-B45:01. The binding affinity (normalized) is 0.0836. (7) The peptide sequence is LYKTIVNIW. The MHC is HLA-B58:01 with pseudo-sequence HLA-B58:01. The binding affinity (normalized) is 0.0847.